Dataset: Reaction yield outcomes from USPTO patents with 853,638 reactions. Task: Predict the reaction yield, written as a fraction of the theoretical maximum amount of product (1.0 means a 100% yield; for example, 0.34 means a 34% yield). (1) The reactants are [Br:1][C:2]1[C:7]([CH3:8])=[N:6][N:5]2[C:9]([C:13]3[S:17][C:16](Br)=[N:15][C:14]=3[CH3:19])=[C:10]([CH3:12])[N:11]=[C:4]2[C:3]=1[CH:20]([CH2:23][CH3:24])[CH2:21][CH3:22].[NH:25]1[CH2:30][CH2:29][O:28][CH2:27][CH2:26]1.C(=O)([O-])[O-].[Cs+].[Cs+]. The catalyst is C1COCC1. The product is [Br:1][C:2]1[C:7]([CH3:8])=[N:6][N:5]2[C:9]([C:13]3[S:17][C:16]([N:25]4[CH2:30][CH2:29][O:28][CH2:27][CH2:26]4)=[N:15][C:14]=3[CH3:19])=[C:10]([CH3:12])[N:11]=[C:4]2[C:3]=1[CH:20]([CH2:23][CH3:24])[CH2:21][CH3:22]. The yield is 0.420. (2) The reactants are C(CC[N:5]1[C:9]([C:10]2[CH:11]=[C:12]([CH:17]=[CH:18][CH:19]=2)[C:13]([O:15]C)=[O:14])=[N:8][N:7]=[N:6]1)#N.O.[OH-].[Li+]. The catalyst is C1COCC1.O.Cl. The product is [NH:8]1[C:9]([C:10]2[CH:11]=[C:12]([CH:17]=[CH:18][CH:19]=2)[C:13]([OH:15])=[O:14])=[N:5][N:6]=[N:7]1. The yield is 0.580.